The task is: Predict the product of the given reaction.. This data is from Forward reaction prediction with 1.9M reactions from USPTO patents (1976-2016). (1) Given the reactants [NH:1]1[C:5]2[CH:6]=[CH:7][CH:8]=[CH:9][C:4]=2[N:3]=[C:2]1[CH2:10][CH2:11][C:12]1[C:13]([O:30][CH3:31])=[C:14]2[C:18](=[C:19]([F:21])[CH:20]=1)[N:17]([CH2:22][CH3:23])[CH:16]=[C:15]2[CH2:24][C:25]([N:27]([CH3:29])[CH3:28])=O.[H-].[Al+3].[Li+].[H-].[H-].[H-], predict the reaction product. The product is: [NH:1]1[C:5]2[CH:6]=[CH:7][CH:8]=[CH:9][C:4]=2[N:3]=[C:2]1[CH2:10][CH2:11][C:12]1[C:13]([O:30][CH3:31])=[C:14]2[C:18](=[C:19]([F:21])[CH:20]=1)[N:17]([CH2:22][CH3:23])[CH:16]=[C:15]2[CH2:24][CH2:25][N:27]([CH3:29])[CH3:28]. (2) Given the reactants O.O.[C:3]1([CH3:12])[CH:8]=[CH:7][C:6]([S:9]([O-:11])=[O:10])=[CH:5][CH:4]=1.[Na+].Cl[CH2:15][C:16](=[O:18])[CH3:17].O.C1C=CC=CC=1.CC(C)=O, predict the reaction product. The product is: [C:3]1([CH3:12])[CH:8]=[CH:7][C:6]([S:9]([CH2:15][C:16](=[O:18])[CH3:17])(=[O:11])=[O:10])=[CH:5][CH:4]=1.